Dataset: Forward reaction prediction with 1.9M reactions from USPTO patents (1976-2016). Task: Predict the product of the given reaction. (1) Given the reactants [N+:1]([C:4]1[CH:5]=[CH:6][C:7]([NH:10][CH2:11][CH2:12][N:13]2[CH:17]=[CH:16][CH:15]=[N:14]2)=[N:8][CH:9]=1)([O-:3])=[O:2].[C:18](O[C:18]([O:20][C:21]([CH3:24])([CH3:23])[CH3:22])=[O:19])([O:20][C:21]([CH3:24])([CH3:23])[CH3:22])=[O:19], predict the reaction product. The product is: [N+:1]([C:4]1[CH:5]=[CH:6][C:7]([N:10]([CH2:11][CH2:12][N:13]2[CH:17]=[CH:16][CH:15]=[N:14]2)[C:18](=[O:19])[O:20][C:21]([CH3:24])([CH3:23])[CH3:22])=[N:8][CH:9]=1)([O-:3])=[O:2]. (2) Given the reactants F[C:2]1[CH:3]=[C:4]([CH:7]=[CH:8][CH:9]=1)[C:5]#[N:6].[CH2:10]([O:14][C:15]1[CH:16]=[C:17](O)[CH:18]=[CH:19][CH:20]=1)[CH2:11][CH2:12][CH3:13].C(=O)([O-])[O-:23].[Cs+].[Cs+].Cl, predict the reaction product. The product is: [CH2:10]([O:14][C:15]1[CH:16]=[CH:17][C:18]([O:23][C:2]2[CH:3]=[C:4]([CH:7]=[CH:8][CH:9]=2)[C:5]#[N:6])=[CH:19][CH:20]=1)[CH2:11][CH2:12][CH3:13]. (3) Given the reactants [C:1]([C:3]1[CH:8]=[CH:7][C:6]([N:9]2[C:13]([C:14]([O:16]CC)=[O:15])=[CH:12][C:11]([CH3:19])=[N:10]2)=[CH:5][CH:4]=1)#[N:2].[OH-].[Li+], predict the reaction product. The product is: [C:1]([C:3]1[CH:4]=[CH:5][C:6]([N:9]2[C:13]([C:14]([OH:16])=[O:15])=[CH:12][C:11]([CH3:19])=[N:10]2)=[CH:7][CH:8]=1)#[N:2]. (4) Given the reactants [NH2:1][CH2:2][CH:3]([CH2:19][C:20]1[CH:25]=[CH:24][C:23]([CH2:26][CH2:27][CH2:28][O:29][C:30]2[C:35]([F:36])=[CH:34][CH:33]=[C:32]([F:37])[C:31]=2[Cl:38])=[CH:22][CH:21]=1)[C:4]([N:6]([CH:16]1[CH2:18][CH2:17]1)[CH2:7][C:8]1[CH:13]=[CH:12][CH:11]=[C:10]([Cl:14])[C:9]=1[Cl:15])=[O:5].[CH:39](=O)[C:40]1[CH:45]=[CH:44][CH:43]=[CH:42][CH:41]=1, predict the reaction product. The product is: [CH2:39]([NH:1][CH2:2][CH:3]([CH2:19][C:20]1[CH:25]=[CH:24][C:23]([CH2:26][CH2:27][CH2:28][O:29][C:30]2[C:35]([F:36])=[CH:34][CH:33]=[C:32]([F:37])[C:31]=2[Cl:38])=[CH:22][CH:21]=1)[C:4]([N:6]([CH:16]1[CH2:17][CH2:18]1)[CH2:7][C:8]1[CH:13]=[CH:12][CH:11]=[C:10]([Cl:14])[C:9]=1[Cl:15])=[O:5])[C:40]1[CH:45]=[CH:44][CH:43]=[CH:42][CH:41]=1. (5) Given the reactants [N:1]1([CH2:7][CH2:8][CH2:9][O:10][C:11]2[CH:19]=[CH:18][C:17]3[N:16]4[CH2:20][CH2:21][NH:22][C:23](=[O:24])[C:15]4=[CH:14][C:13]=3[CH:12]=2)[CH2:6][CH2:5][CH2:4][CH2:3][CH2:2]1.[CH3:25][C@H]1N[C@H](C)CC1, predict the reaction product. The product is: [CH3:6][C@H:5]1[CH2:4][CH2:3][C@H:2]([CH3:25])[N:1]1[CH2:7][CH2:8][CH2:9][O:10][C:11]1[CH:19]=[CH:18][C:17]2[N:16]3[CH2:20][CH2:21][NH:22][C:23](=[O:24])[C:15]3=[CH:14][C:13]=2[CH:12]=1. (6) Given the reactants [NH2:1][C:2](=[N:33]C(=O)[O-])[C:3]1[CH:8]=[CH:7][C:6]([O:9][CH2:10][CH2:11][CH2:12][CH:13]2[CH2:18][CH2:17][N:16]([CH2:19][CH2:20][CH2:21][O:22][C:23]3[CH:28]=[CH:27][C:26]([C:29]([NH2:32])=[N:30][OH:31])=[CH:25][CH:24]=3)[CH2:15][CH2:14]2)=[CH:5][CH:4]=1.Cl, predict the reaction product. The product is: [NH2:33][C:2](=[NH:1])[C:3]1[CH:8]=[CH:7][C:6]([O:9][CH2:10][CH2:11][CH2:12][CH:13]2[CH2:18][CH2:17][N:16]([CH2:19][CH2:20][CH2:21][O:22][C:23]3[CH:24]=[CH:25][C:26]([C:29]([NH2:32])=[N:30][OH:31])=[CH:27][CH:28]=3)[CH2:15][CH2:14]2)=[CH:5][CH:4]=1.